This data is from Catalyst prediction with 721,799 reactions and 888 catalyst types from USPTO. The task is: Predict which catalyst facilitates the given reaction. (1) Reactant: [F:1][C:2]1[C:3]([OH:11])=[C:4]([CH:7]=[C:8]([F:10])[N:9]=1)[CH:5]=O.[F:12][C:13]1[CH:19]=[CH:18][C:16]([NH2:17])=[CH:15][C:14]=1[Cl:20]. Product: [Cl:20][C:14]1[CH:15]=[C:16]([N:17]=[CH:5][C:4]2[CH:7]=[C:8]([F:10])[N:9]=[C:2]([F:1])[C:3]=2[OH:11])[CH:18]=[CH:19][C:13]=1[F:12]. The catalyst class is: 23. (2) Reactant: [OH:1][CH2:2][CH2:3][CH2:4][CH2:5][CH2:6][CH2:7][NH:8][C:9](=[O:15])[O:10][C:11]([CH3:14])([CH3:13])[CH3:12].N1C=CN=C1.[C:21]([Si:25]([CH3:28])([CH3:27])Cl)([CH3:24])([CH3:23])[CH3:22]. Product: [Si:25]([O:1][CH2:2][CH2:3][CH2:4][CH2:5][CH2:6][CH2:7][NH:8][C:9](=[O:15])[O:10][C:11]([CH3:12])([CH3:14])[CH3:13])([C:21]([CH3:24])([CH3:23])[CH3:22])([CH3:28])[CH3:27]. The catalyst class is: 2. (3) Reactant: [Cl:1][C:2]1[CH:8]=[CH:7][CH:6]=[C:5]([Cl:9])[C:3]=1[NH2:4].CO[CH:12]1[CH2:16][CH2:15][CH:14](OC)O1.C(O)(=O)C. Product: [Cl:1][C:2]1[CH:8]=[CH:7][CH:6]=[C:5]([Cl:9])[C:3]=1[N:4]1[CH:12]=[CH:16][CH:15]=[CH:14]1. The catalyst class is: 6. (4) Reactant: [F:1][C:2]1[CH:13]=[CH:12][C:5]([C:6]([N:8]([O:10][CH3:11])[CH3:9])=[O:7])=[CH:4][C:3]=1[OH:14].[CH:15](I)([CH3:17])[CH3:16].C([O-])([O-])=O.[Cs+].[Cs+].CN(C=O)C. Product: [F:1][C:2]1[CH:13]=[CH:12][C:5]([C:6]([N:8]([O:10][CH3:11])[CH3:9])=[O:7])=[CH:4][C:3]=1[O:14][CH:15]([CH3:17])[CH3:16]. The catalyst class is: 6.